Task: Predict the product of the given reaction.. Dataset: Forward reaction prediction with 1.9M reactions from USPTO patents (1976-2016) (1) Given the reactants [N+:1]([C:4]1[N:5]=[CH:6][NH:7][CH:8]=1)([O-:3])=[O:2].Cl[CH2:10][C:11]#[N:12].C([O-])([O-])=O.[K+].[K+], predict the reaction product. The product is: [N+:1]([C:4]1[N:5]=[CH:6][N:7]([CH2:10][C:11]#[N:12])[CH:8]=1)([O-:3])=[O:2]. (2) Given the reactants [C:1]1([C:7]2[N:12]=[C:11](C(O)=O)[CH:10]=[C:9]([C:16]3[CH:21]=[CH:20][CH:19]=[CH:18][CH:17]=3)[N:8]=2)[CH:6]=[CH:5][CH:4]=[CH:3][CH:2]=1.C([N:24]([CH2:27]C)CC)C.C1C=CC(P(N=[N+]=[N-])(C2C=CC=CC=2)=[O:36])=CC=1.[C:46]([OH:50])([CH3:49])([CH3:48])[CH3:47], predict the reaction product. The product is: [C:1]1([C:7]2[N:12]=[C:11]([NH:24][C:27](=[O:36])[O:50][C:46]([CH3:49])([CH3:48])[CH3:47])[CH:10]=[C:9]([C:16]3[CH:17]=[CH:18][CH:19]=[CH:20][CH:21]=3)[N:8]=2)[CH:2]=[CH:3][CH:4]=[CH:5][CH:6]=1.